Dataset: Peptide-MHC class I binding affinity with 185,985 pairs from IEDB/IMGT. Task: Regression. Given a peptide amino acid sequence and an MHC pseudo amino acid sequence, predict their binding affinity value. This is MHC class I binding data. (1) The peptide sequence is MTTEDMLSV. The MHC is HLA-A26:01 with pseudo-sequence HLA-A26:01. The binding affinity (normalized) is 0.340. (2) The peptide sequence is DIYDAVRAFL. The MHC is HLA-A68:02 with pseudo-sequence HLA-A68:02. The binding affinity (normalized) is 0.487.